Dataset: Forward reaction prediction with 1.9M reactions from USPTO patents (1976-2016). Task: Predict the product of the given reaction. (1) Given the reactants C1(P(C2C=CC=CC=2)(C2C=CC=CC=2)=[CH:8][C:9]([O:11][CH3:12])=[O:10])C=CC=CC=1.[F:25][C:26]1[C:27]([CH:34]=O)=[CH:28][C:29]([O:32][CH3:33])=[N:30][CH:31]=1, predict the reaction product. The product is: [F:25][C:26]1[C:27]([CH:34]=[CH:8][C:9]([O:11][CH3:12])=[O:10])=[CH:28][C:29]([O:32][CH3:33])=[N:30][CH:31]=1. (2) Given the reactants [F:1][C:2]([F:15])([F:14])[C:3]1[CH:12]=[C:11]2[C:6]([C:7]([OH:13])=[CH:8][CH:9]=[N:10]2)=[CH:5][CH:4]=1.[Cl:16][CH2:17][CH2:18]Cl.C([O-])([O-])=O.[K+].[K+].[OH-].[K+], predict the reaction product. The product is: [Cl:16][CH2:17][CH2:18][O:13][C:7]1[C:6]2[C:11](=[CH:12][C:3]([C:2]([F:1])([F:14])[F:15])=[CH:4][CH:5]=2)[N:10]=[CH:9][CH:8]=1. (3) Given the reactants CS([CH2:5][C:6]1[CH:7]=[C:8]([CH:13]=[CH:14][N:15]=1)[C:9]([O:11][CH3:12])=[O:10])(=O)=O.[CH:16]1([NH:20][C:21]([NH:23][C:24]2[CH:29]=[CH:28][C:27]([C:30]([N:32]3[CH2:37][CH2:36][NH:35][CH2:34][CH2:33]3)=[O:31])=[CH:26][C:25]=2[F:38])=[O:22])[CH2:19][CH2:18][CH2:17]1.C(=O)([O-])[O-].[K+].[K+], predict the reaction product. The product is: [CH:16]1([NH:20][C:21](=[O:22])[NH:23][C:24]2[CH:29]=[CH:28][C:27]([C:30]([N:32]3[CH2:37][CH2:36][N:35]([CH2:5][C:6]4[CH:7]=[C:8]([CH:13]=[CH:14][N:15]=4)[C:9]([O:11][CH3:12])=[O:10])[CH2:34][CH2:33]3)=[O:31])=[CH:26][C:25]=2[F:38])[CH2:17][CH2:18][CH2:19]1. (4) Given the reactants [C:1]([C:3]1[CH:4]=[C:5]([CH:31]=[CH:32][CH:33]=1)[C:6]([NH:8][C:9]1[CH:10]=[CH:11][C:12]2[O:16][N:15]=[C:14]([CH:17]3[CH2:22][CH2:21][N:20](C(OC(C)(C)C)=O)[CH2:19][CH2:18]3)[C:13]=2[CH:30]=1)=[O:7])#[N:2].FC(F)(F)C(O)=O, predict the reaction product. The product is: [C:1]([C:3]1[CH:4]=[C:5]([CH:31]=[CH:32][CH:33]=1)[C:6]([NH:8][C:9]1[CH:10]=[CH:11][C:12]2[O:16][N:15]=[C:14]([CH:17]3[CH2:18][CH2:19][NH:20][CH2:21][CH2:22]3)[C:13]=2[CH:30]=1)=[O:7])#[N:2]. (5) Given the reactants [F:1][C:2]1[CH:7]=[C:6]([C:8]2[C:13]([F:14])=[CH:12][C:11]([CH2:15][C:16]([O:18]C(C)(C)C)=[O:17])=[CH:10][N:9]=2)[CH:5]=[CH:4][N:3]=1.C(O)(C(F)(F)F)=O.C([O-])([O-])=O.[Na+].[Na+], predict the reaction product. The product is: [F:1][C:2]1[CH:7]=[C:6]([C:8]2[C:13]([F:14])=[CH:12][C:11]([CH2:15][C:16]([OH:18])=[O:17])=[CH:10][N:9]=2)[CH:5]=[CH:4][N:3]=1.